This data is from Peptide-MHC class II binding affinity with 134,281 pairs from IEDB. The task is: Regression. Given a peptide amino acid sequence and an MHC pseudo amino acid sequence, predict their binding affinity value. This is MHC class II binding data. (1) The peptide sequence is AAATAGTTVYGAFAL. The MHC is HLA-DQA10401-DQB10402 with pseudo-sequence HLA-DQA10401-DQB10402. The binding affinity (normalized) is 0.531. (2) The peptide sequence is SAVIGTLAAAMFGAV. The MHC is DRB1_0901 with pseudo-sequence DRB1_0901. The binding affinity (normalized) is 0.669. (3) The MHC is DRB3_0101 with pseudo-sequence DRB3_0101. The peptide sequence is AKIVTAETQNSSFII. The binding affinity (normalized) is 0.342. (4) The peptide sequence is SWPDLDLKPGAAWTV. The MHC is DRB5_0101 with pseudo-sequence DRB5_0101. The binding affinity (normalized) is 0.170. (5) The peptide sequence is YAAALVAMPTLAELA. The MHC is HLA-DPA10103-DPB10401 with pseudo-sequence HLA-DPA10103-DPB10401. The binding affinity (normalized) is 0.365.